Dataset: hERG channel blocking data for cardiac toxicity assessment. Task: Regression/Classification. Given a drug SMILES string, predict its toxicity properties. Task type varies by dataset: regression for continuous values (e.g., LD50, hERG inhibition percentage) or binary classification for toxic/non-toxic outcomes (e.g., AMES mutagenicity, cardiotoxicity, hepatotoxicity). Dataset: herg. (1) The molecule is O=C(c1ccccc1F)c1ccccc1F. The result is 0 (non-blocker). (2) The compound is N#Cc1ccc(Cn2cncc2C[NH2+][C@@H]2CCN(C(=O)c3cccnc3N)C2=O)cc1. The result is 0 (non-blocker). (3) The drug is COc1cccc([C@H](O)C2CCN(CCc3ccc(F)cc3)CC2)c1OC. The result is 1 (blocker). (4) The molecule is Cc1ccc([C@@]23CNC[C@@H]2C3)cc1. The result is 0 (non-blocker). (5) The drug is O=C1NCN(c2ccccc2)C12CC[NH+](CCCC(c1ccc(F)cc1)c1ccc(F)cc1)CC2. The result is 1 (blocker). (6) The compound is CC(C)(C)OC(=O)NCCC[NH+](Cc1cncn1Cc1ccc(C#N)cc1)[C@@H]1CCN(Cc2cccc(Cl)c2)C1=O. The result is 1 (blocker). (7) The compound is N#Cc1ccc(Cn2cncc2C[NH2+][C@H]2CCN(c3ccncc3)C2=O)cc1. The result is 1 (blocker). (8) The compound is CO/N=C1\CN(c2nc3c(cc2F)C(=O)[C@H](C(=O)O)CN3C2CC2)CC12CNC2. The result is 0 (non-blocker). (9) The compound is CCN(CC)CCOC(=O)c1ccc(N)cc1.CN(C)CCCN1c2ccccc2CCc2ccc(Cl)cc21. The result is 1 (blocker). (10) The result is 1 (blocker). The drug is O[C@@H](c1cc(C(F)(F)F)nc2c(C(F)(F)F)cccc12)[C@H]1CCCC[NH2+]1.